Dataset: Full USPTO retrosynthesis dataset with 1.9M reactions from patents (1976-2016). Task: Predict the reactants needed to synthesize the given product. (1) The reactants are: N#N.[NH:3]1[C:7]2[CH:8]=[CH:9][CH:10]=[CH:11][C:6]=2[N:5]=[C:4]1[C@H:12]([NH2:24])[CH2:13][C:14]1[CH:19]=[CH:18][C:17]([C:20]([F:23])([F:22])[F:21])=[CH:16][CH:15]=1.[C:25](N1C=CN=C1)(N1C=CN=C1)=[O:26].O. Given the product [F:21][C:20]([F:23])([F:22])[C:17]1[CH:18]=[CH:19][C:14]([CH2:13][C@@H:12]2[C:4]3=[N:5][C:6]4[CH:11]=[CH:10][CH:9]=[CH:8][C:7]=4[N:3]3[C:25](=[O:26])[NH:24]2)=[CH:15][CH:16]=1, predict the reactants needed to synthesize it. (2) The reactants are: [CH:1]1([O:5][C:6]2[N:11]=[CH:10][C:9]([NH2:12])=[CH:8][CH:7]=2)[CH2:4][CH2:3][CH2:2]1.C([O-])([O-])=O.[Ca+2].Cl[C:19]([O:21][C:22]1[CH:27]=[CH:26][C:25]([N+:28]([O-:30])=[O:29])=[CH:24][CH:23]=1)=[O:20].C(Cl)Cl.CO. Given the product [N+:28]([C:25]1[CH:24]=[CH:23][C:22]([O:21][C:19](=[O:20])[NH:12][C:9]2[CH:10]=[N:11][C:6]([O:5][CH:1]3[CH2:2][CH2:3][CH2:4]3)=[CH:7][CH:8]=2)=[CH:27][CH:26]=1)([O-:30])=[O:29], predict the reactants needed to synthesize it. (3) Given the product [CH2:1]([O:13][C:14]1[N:15]=[C:16]([Si:27]([CH:32]([CH3:34])[CH3:33])([CH:29]([CH3:31])[CH3:30])[CH:24]([CH3:26])[CH3:25])[S:17][CH:18]=1)[CH2:2][CH2:3][CH2:4][CH2:5][CH2:6][CH2:7][CH2:8][CH2:9][CH2:10][CH2:11][CH3:12], predict the reactants needed to synthesize it. The reactants are: [CH2:1]([O:13][C:14]1[N:15]=[CH:16][S:17][CH:18]=1)[CH2:2][CH2:3][CH2:4][CH2:5][CH2:6][CH2:7][CH2:8][CH2:9][CH2:10][CH2:11][CH3:12].[Li]CCCC.[CH:24]([Si:27]([CH:32]([CH3:34])[CH3:33])([CH:29]([CH3:31])[CH3:30])Cl)([CH3:26])[CH3:25]. (4) Given the product [CH:2]([C:6]1[CH:7]=[C:8]([CH:28]=[CH:29][CH:30]=1)[C:9]([NH:11][C:12]1[S:13][CH:14]=[C:15]([C:22]2[CH:23]=[CH:24][CH:25]=[CH:26][CH:27]=2)[C:16]=1[C:17]([O:19][CH2:20][CH3:21])=[O:18])=[O:10])=[O:1], predict the reactants needed to synthesize it. The reactants are: [O:1]1CCO[CH:2]1[C:6]1[CH:7]=[C:8]([CH:28]=[CH:29][CH:30]=1)[C:9]([NH:11][C:12]1[S:13][CH:14]=[C:15]([C:22]2[CH:27]=[CH:26][CH:25]=[CH:24][CH:23]=2)[C:16]=1[C:17]([O:19][CH2:20][CH3:21])=[O:18])=[O:10].Cl. (5) Given the product [CH3:1][C:2]1([CH3:14])[CH:3]([C:8]2[CH:9]=[CH:10][CH:11]=[CH:12][CH:13]=2)[N:4]([C:16]2[CH:17]=[CH:18][C:19]3[O:20][CH2:21][C:22](=[O:26])[NH:23][C:24]=3[N:25]=2)[CH2:5][CH2:6][O:7]1, predict the reactants needed to synthesize it. The reactants are: [CH3:1][C:2]1([CH3:14])[O:7][CH2:6][CH2:5][NH:4][CH:3]1[C:8]1[CH:13]=[CH:12][CH:11]=[CH:10][CH:9]=1.Br[C:16]1[CH:17]=[CH:18][C:19]2[O:20][CH2:21][C:22](=[O:26])[NH:23][C:24]=2[N:25]=1.